Dataset: Full USPTO retrosynthesis dataset with 1.9M reactions from patents (1976-2016). Task: Predict the reactants needed to synthesize the given product. (1) The reactants are: [CH2:1]([N:8]1[CH2:15][CH:14]2[O:16][CH:10]([CH2:11][N:12]([C:17]([O:19][C:20]([CH3:23])([CH3:22])[CH3:21])=[O:18])[CH2:13]2)[CH2:9]1)[C:2]1[CH:7]=[CH:6][CH:5]=[CH:4][CH:3]=1.N#N.[ClH:26]. Given the product [ClH:26].[CH2:1]([N:8]1[CH2:9][CH:10]2[O:16][CH:14]([CH2:13][N:12]([C:17]([O:19][C:20]([CH3:23])([CH3:22])[CH3:21])=[O:18])[CH2:11]2)[CH2:15]1)[C:2]1[CH:3]=[CH:4][CH:5]=[CH:6][CH:7]=1, predict the reactants needed to synthesize it. (2) Given the product [ClH:1].[N:11]1([CH:14]2[CH2:19][CH2:18][NH:17][CH2:16][CH2:15]2)[CH2:10][CH2:9][CH:8]([N:7]2[C@H:6]3[CH2:27][CH2:28][CH2:29][CH2:30][C@H:5]3[NH:4][C:3]2=[O:2])[CH2:13][CH2:12]1, predict the reactants needed to synthesize it. The reactants are: [ClH:1].[O:2]=[C:3]1[N:7]([CH:8]2[CH2:13][CH2:12][N:11]([CH:14]3[CH2:19][CH2:18][N:17](C(OC(C)(C)C)=O)[CH2:16][CH2:15]3)[CH2:10][CH2:9]2)[C@H:6]2[CH2:27][CH2:28][CH2:29][CH2:30][C@H:5]2[NH:4]1. (3) Given the product [C:13]1([O:19][S:2](=[O:3])(=[O:4])[NH2:5])[CH:18]=[CH:17][CH:16]=[CH:15][CH:14]=1, predict the reactants needed to synthesize it. The reactants are: Cl[S:2]([N:5]=C=O)(=[O:4])=[O:3].S(Cl)(=O)(=O)N.[C:13]1([OH:19])[CH:18]=[CH:17][CH:16]=[CH:15][CH:14]=1.[Na+].[Cl-]. (4) The reactants are: [F:1][C:2]1[C:26](I)=[CH:25][C:5]2[C:6]3[N:10]=[C:9]([C:11]([NH2:13])=[O:12])[N:8]([CH2:14][C:15]4[N:19]([CH3:20])[N:18]=[CH:17][CH:16]=4)[C:7]=3[CH:21]3[CH2:24][CH:23]([C:4]=2[CH:3]=1)[CH2:22]3.[CH3:28][C:29]([OH:33])([C:31]#[CH:32])[CH3:30].ClCCl. Given the product [NH3:8].[F:1][C:2]1[C:26]([C:32]#[C:31][C:29]([OH:33])([CH3:30])[CH3:28])=[CH:25][C:5]2[C:6]3[N:10]=[C:9]([C:11]([NH2:13])=[O:12])[N:8]([CH2:14][C:15]4[N:19]([CH3:20])[N:18]=[CH:17][CH:16]=4)[C:7]=3[CH:21]3[CH2:24][CH:23]([C:4]=2[CH:3]=1)[CH2:22]3, predict the reactants needed to synthesize it. (5) Given the product [C:27]([C:29]1[CH:37]=[CH:36][C:32]([C:33]([N:38]([CH2:17][C:18]2[CH:26]=[CH:25][C:21]([C:22]([NH:13][CH2:12][C:11]3[CH:10]=[CH:9][C:8]([O:1][C:2]4[CH:3]=[CH:4][CH:5]=[CH:6][CH:7]=4)=[CH:15][CH:14]=3)=[O:23])=[CH:20][CH:19]=2)[C:39]2[CH:51]=[CH:50][C:42]([OH:43])=[C:41]([CH:40]=2)[C:46]([OH:47])=[O:45])=[O:34])=[CH:31][CH:30]=1)#[N:28], predict the reactants needed to synthesize it. The reactants are: [O:1]([C:8]1[CH:15]=[CH:14][C:11]([CH2:12][NH2:13])=[CH:10][CH:9]=1)[C:2]1[CH:7]=[CH:6][CH:5]=[CH:4][CH:3]=1.Cl[CH2:17][C:18]1[CH:26]=[CH:25][C:21]([C:22](Cl)=[O:23])=[CH:20][CH:19]=1.[C:27]([C:29]1[CH:37]=[CH:36][C:32]([C:33](Cl)=[O:34])=[CH:31][CH:30]=1)#[N:28].[NH2:38][C:39]1[CH:51]=[CH:50][C:42]2[O:43]C(C)(C)[O:45][C:46](=[O:47])[C:41]=2[CH:40]=1. (6) Given the product [C:21]([O:20][C:18]([NH:1][C:2]1[CH:7]=[C:6]([C:8]2[O:9][CH:10]=[C:11]([C:13]([O:15][CH2:16][CH3:17])=[O:14])[N:12]=2)[CH:5]=[CH:4][N:3]=1)=[O:19])([CH3:24])([CH3:23])[CH3:22], predict the reactants needed to synthesize it. The reactants are: [NH2:1][C:2]1[CH:7]=[C:6]([C:8]2[O:9][CH:10]=[C:11]([C:13]([O:15][CH2:16][CH3:17])=[O:14])[N:12]=2)[CH:5]=[CH:4][N:3]=1.[C:18](O[C:18]([O:20][C:21]([CH3:24])([CH3:23])[CH3:22])=[O:19])([O:20][C:21]([CH3:24])([CH3:23])[CH3:22])=[O:19]. (7) The reactants are: [CH3:1][O:2][C:3]1[CH:38]=[C:37]([O:39][CH3:40])[CH:36]=[CH:35][C:4]=1[CH2:5][NH:6][C:7]1[C:8]2[CH:15]=[CH:14][N:13]([C@H:16]3[C@@H:20]4[O:21][C:22]([CH3:25])([CH3:24])[O:23][C@@H:19]4[C@@H:18]([CH2:26][N:27]([CH:32]([CH3:34])[CH3:33])[CH2:28][CH2:29][CH2:30][NH2:31])[O:17]3)[C:9]=2[N:10]=[CH:11][N:12]=1.[C:41]([C:45]1[CH:50]=[CH:49][C:48]([N:51]=[C:52]=[O:53])=[CH:47][CH:46]=1)([CH3:44])([CH3:43])[CH3:42]. Given the product [C:41]([C:45]1[CH:50]=[CH:49][C:48]([NH:51][C:52]([NH:31][CH2:30][CH2:29][CH2:28][N:27]([CH2:26][C@@H:18]2[C@@H:19]3[C@@H:20]([O:21][C:22]([CH3:24])([CH3:25])[O:23]3)[C@H:16]([N:13]3[C:9]4[N:10]=[CH:11][N:12]=[C:7]([NH:6][CH2:5][C:4]5[CH:35]=[CH:36][C:37]([O:39][CH3:40])=[CH:38][C:3]=5[O:2][CH3:1])[C:8]=4[CH:15]=[CH:14]3)[O:17]2)[CH:32]([CH3:34])[CH3:33])=[O:53])=[CH:47][CH:46]=1)([CH3:44])([CH3:42])[CH3:43], predict the reactants needed to synthesize it. (8) Given the product [F:1][C:2]1[CH:3]=[C:4]([CH:7]=[CH:8][C:9]=1[CH:10]=[O:11])[C:5]#[N:6], predict the reactants needed to synthesize it. The reactants are: [F:1][C:2]1[CH:3]=[C:4]([CH:7]=[CH:8][C:9]=1[CH2:10][OH:11])[C:5]#[N:6].